Dataset: Catalyst prediction with 721,799 reactions and 888 catalyst types from USPTO. Task: Predict which catalyst facilitates the given reaction. (1) Reactant: [C:1]([N:3]=[C:4]([N:12]1[CH2:17][CH2:16][C:15]([CH2:24][CH2:25][N:26]2[CH:31]3[CH2:32][CH2:33][CH:27]2[CH2:28][CH:29]([N:34]2[C:38]4[CH:39]=[CH:40][CH:41]=[CH:42][C:37]=4[N:36]=[C:35]2[CH3:43])[CH2:30]3)([C:18]2[CH:23]=[CH:22][CH:21]=[CH:20][CH:19]=2)[CH2:14][CH2:13]1)[O:5][C:6]1C=CC=CC=1)#[N:2].C[O-].[Na+].[Na]. Product: [C:1]([N:3]=[C:4]([N:12]1[CH2:13][CH2:14][C:15]([CH2:24][CH2:25][N:26]2[CH:31]3[CH2:32][CH2:33][CH:27]2[CH2:28][CH:29]([N:34]2[C:38]4[CH:39]=[CH:40][CH:41]=[CH:42][C:37]=4[N:36]=[C:35]2[CH3:43])[CH2:30]3)([C:18]2[CH:23]=[CH:22][CH:21]=[CH:20][CH:19]=2)[CH2:16][CH2:17]1)[O:5][CH3:6])#[N:2]. The catalyst class is: 36. (2) Reactant: [F:1][C:2]1[CH:9]=[CH:8][C:5]([CH2:6][OH:7])=[CH:4][C:3]=1[N+:10]([O-])=O. Product: [NH2:10][C:3]1[CH:4]=[C:5]([CH2:6][OH:7])[CH:8]=[CH:9][C:2]=1[F:1]. The catalyst class is: 50. (3) Reactant: [Br:1][C:2]1[C:3]([F:13])=[CH:4][C:5]2[NH:10][C:9](=O)[CH2:8][O:7][C:6]=2[CH:12]=1. Product: [Br:1][C:2]1[C:3]([F:13])=[CH:4][C:5]2[NH:10][CH2:9][CH2:8][O:7][C:6]=2[CH:12]=1. The catalyst class is: 1. (4) Reactant: C(O[CH2:5][C:6]1[S:10][C:9]([NH:11][C:12]([C:14]2[N:15]=[CH:16][C:17]([N:20]3[CH2:25][CH2:24][CH:23]([C:26]([O:28][CH2:29][CH3:30])=[O:27])[CH2:22][CH2:21]3)=[N:18][CH:19]=2)=[O:13])=[N:8][C:7]=1[C:31]1[CH:36]=[CH:35][C:34]([Cl:37])=[C:33]([C:38]([F:41])([F:40])[F:39])[CH:32]=1)(=O)C.Cl.[CH3:43][C@@H:44]1[CH2:48][CH2:47][CH2:46][NH:45]1.C(N(C(C)C)CC)(C)C. Product: [Cl:37][C:34]1[CH:35]=[CH:36][C:31]([C:7]2[N:8]=[C:9]([NH:11][C:12]([C:14]3[N:15]=[CH:16][C:17]([N:20]4[CH2:25][CH2:24][CH:23]([C:26]([O:28][CH2:29][CH3:30])=[O:27])[CH2:22][CH2:21]4)=[N:18][CH:19]=3)=[O:13])[S:10][C:6]=2[CH2:5][N:45]2[CH2:46][CH2:47][CH2:48][C@H:44]2[CH3:43])=[CH:32][C:33]=1[C:38]([F:41])([F:39])[F:40]. The catalyst class is: 7. (5) Reactant: [Cl:1][C:2]1[C:10]2[C:5](=[CH:6][CH:7]=[C:8]([CH2:11]Cl)[CH:9]=2)[N:4]([C:13]([O:15][C:16]([CH3:19])([CH3:18])[CH3:17])=[O:14])[CH:3]=1.C[Sn](C)(C)[C:22]1[CH:23]=[C:24]([CH:29]=[CH:30][N:31]=1)[C:25]([O:27][CH3:28])=[O:26]. Product: [Cl:1][C:2]1[C:10]2[C:5](=[CH:6][CH:7]=[C:8]([CH2:11][C:22]3[CH:23]=[C:24]([C:25]([O:27][CH3:28])=[O:26])[CH:29]=[CH:30][N:31]=3)[CH:9]=2)[N:4]([C:13]([O:15][C:16]([CH3:19])([CH3:18])[CH3:17])=[O:14])[CH:3]=1. The catalyst class is: 184. (6) Reactant: Cl[CH2:2][C:3]([NH:5][C:6]1[CH:7]=[N:8][C:9]([N:12]2[C:16]([CH:17]3[CH2:19][CH2:18]3)=[CH:15][C:14]([C:20]([F:23])([F:22])[F:21])=[N:13]2)=[CH:10][CH:11]=1)=[O:4].[NH:24]1[C:28]2[CH:29]=[CH:30][CH:31]=[CH:32][C:27]=2[N:26]=[N:25]1.[H-].[Na+].O. Product: [N:24]1([CH2:2][C:3]([NH:5][C:6]2[CH:7]=[N:8][C:9]([N:12]3[C:16]([CH:17]4[CH2:19][CH2:18]4)=[CH:15][C:14]([C:20]([F:23])([F:22])[F:21])=[N:13]3)=[CH:10][CH:11]=2)=[O:4])[C:28]2[CH:29]=[CH:30][CH:31]=[CH:32][C:27]=2[N:26]=[N:25]1. The catalyst class is: 31. (7) Reactant: [Cl:1][C:2]1[C:10]2[C:5](=[CH:6][C:7]([C:11]([NH:13][CH:14]([C:24]3[CH:29]=[CH:28][CH:27]=[CH:26][C:25]=3[Cl:30])[CH2:15][O:16][CH2:17][CH:18]3[CH2:23][CH2:22][NH:21][CH2:20][CH2:19]3)=[O:12])=[CH:8][CH:9]=2)[NH:4][CH:3]=1.C(=O)([O-])[O-].[K+].[K+].Br[CH2:38][CH2:39][F:40].O. Product: [Cl:1][C:2]1[C:10]2[C:5](=[CH:6][C:7]([C:11]([NH:13][CH:14]([C:24]3[CH:29]=[CH:28][CH:27]=[CH:26][C:25]=3[Cl:30])[CH2:15][O:16][CH2:17][CH:18]3[CH2:23][CH2:22][N:21]([CH2:38][CH2:39][F:40])[CH2:20][CH2:19]3)=[O:12])=[CH:8][CH:9]=2)[NH:4][CH:3]=1. The catalyst class is: 16.